Dataset: Drug-target binding data from BindingDB using Ki measurements. Task: Regression. Given a target protein amino acid sequence and a drug SMILES string, predict the binding affinity score between them. We predict pKi (pKi = -log10(Ki in M); higher means stronger inhibition). Dataset: bindingdb_ki. The target protein (Q9BYF1) has sequence MSSSSWLLLSLVAVTAAQSTIEEQAKTFLDKFNHEAEDLFYQSSLASWNYNTNITEENVQNMNNAGDKWSAFLKEQSTLAQMYPLQEIQNLTVKLQLQALQQNGSSVLSEDKSKRLNTILNTMSTIYSTGKVCNPDNPQECLLLEPGLNEIMANSLDYNERLWAWESWRSEVGKQLRPLYEEYVVLKNEMARANHYEDYGDYWRGDYEVNGVDGYDYSRGQLIEDVEHTFEEIKPLYEHLHAYVRAKLMNAYPSYISPIGCLPAHLLGDMWGRFWTNLYSLTVPFGQKPNIDVTDAMVDQAWDAQRIFKEAEKFFVSVGLPNMTQGFWENSMLTDPGNVQKAVCHPTAWDLGKGDFRILMCTKVTMDDFLTAHHEMGHIQYDMAYAAQPFLLRNGANEGFHEAVGEIMSLSAATPKHLKSIGLLSPDFQEDNETEINFLLKQALTIVGTLPFTYMLEKWRWMVFKGEIPKDQWMKKWWEMKREIVGVVEPVPHDETYCDP.... The pKi is 8.8. The drug is CC(C)[C@H](S)C(=O)N[C@@H](Cc1ccc(-c2ccccc2)cc1)C(=O)O.